Predict the reaction yield, written as a fraction of the theoretical maximum amount of product (1.0 means a 100% yield; for example, 0.34 means a 34% yield). From a dataset of Reaction yield outcomes from USPTO patents with 853,638 reactions. (1) The reactants are [F:1][C:2]1[CH:11]=[C:10]2[C:5]([C:6]([O:13][CH3:14])=[CH:7][NH:8][C:9]2=O)=[CH:4][C:3]=1[O:15][CH3:16].O=P(Cl)(Cl)[Cl:19]. No catalyst specified. The product is [Cl:19][C:9]1[C:10]2[C:5](=[CH:4][C:3]([O:15][CH3:16])=[C:2]([F:1])[CH:11]=2)[C:6]([O:13][CH3:14])=[CH:7][N:8]=1. The yield is 0.243. (2) The reactants are [F-].C([N+](CCCC)(CCCC)CCCC)CCC.[CH3:19][C:20]1([CH3:49])[NH:29][C@H:28]2[C@H:23]([CH2:24][CH2:25][CH2:26][CH2:27]2)[N:22]([C:30]2[CH:38]=[C:37]3[C:33]([CH:34]=[CH:35][N:36]3[Si](C(C)C)(C(C)C)C(C)C)=[CH:32][CH:31]=2)[CH2:21]1. The catalyst is O1CCCC1. The product is [NH:36]1[C:37]2[C:33](=[CH:32][CH:31]=[C:30]([N:22]3[C@@H:23]4[C@@H:28]([CH2:27][CH2:26][CH2:25][CH2:24]4)[NH:29][C:20]([CH3:49])([CH3:19])[CH2:21]3)[CH:38]=2)[CH:34]=[CH:35]1. The yield is 0.630.